Dataset: Reaction yield outcomes from USPTO patents with 853,638 reactions. Task: Predict the reaction yield, written as a fraction of the theoretical maximum amount of product (1.0 means a 100% yield; for example, 0.34 means a 34% yield). The product is [C:43]([NH:47][C:14]([C:13]1[S:12][CH:11]=[N:10][C:9]=1[C:7]1[NH:6][C:5]2[CH:17]=[CH:18][C:2]([CH3:1])=[CH:3][C:4]=2[N:8]=1)=[O:16])([CH3:46])([CH3:45])[CH3:44]. The catalyst is CN(C=O)C. The reactants are [CH3:1][C:2]1[CH:18]=[CH:17][C:5]2[NH:6][C:7]([C:9]3[N:10]=[CH:11][S:12][C:13]=3[C:14]([OH:16])=O)=[N:8][C:4]=2[CH:3]=1.CN(C(ON1N=NC2C=CC=NC1=2)=[N+](C)C)C.F[P-](F)(F)(F)(F)F.[C:43]([NH2:47])([CH3:46])([CH3:45])[CH3:44]. The yield is 0.590.